The task is: Regression. Given a peptide amino acid sequence and an MHC pseudo amino acid sequence, predict their binding affinity value. This is MHC class I binding data.. This data is from Peptide-MHC class I binding affinity with 185,985 pairs from IEDB/IMGT. (1) The peptide sequence is RPPLGNWF. The MHC is Mamu-A01 with pseudo-sequence Mamu-A01. The binding affinity (normalized) is 0.250. (2) The peptide sequence is ATISYRIKL. The MHC is HLA-A11:01 with pseudo-sequence HLA-A11:01. The binding affinity (normalized) is 0.630.